Task: Predict which catalyst facilitates the given reaction.. Dataset: Catalyst prediction with 721,799 reactions and 888 catalyst types from USPTO Reactant: C([O:3][C:4]([C:6]1[CH:11]=[CH:10][N:9]=[C:8]([C:12]2[C:13]3[CH:20]=[CH:19][CH:18]=[C:17]([F:21])[C:14]=3[S:15][CH:16]=2)[N:7]=1)=[CH2:5])C.C1C(=O)N([Br:29])C(=O)C1. Product: [Br:29][CH2:3][C:4]([C:6]1[CH:11]=[CH:10][N:9]=[C:8]([C:12]2[C:13]3[CH:20]=[CH:19][CH:18]=[C:17]([F:21])[C:14]=3[S:15][CH:16]=2)[N:7]=1)=[O:5]. The catalyst class is: 20.